Task: Binary Classification. Given a drug SMILES string, predict its activity (active/inactive) in a high-throughput screening assay against a specified biological target.. Dataset: HIV replication inhibition screening data with 41,000+ compounds from the AIDS Antiviral Screen (1) The compound is c1ccc([PH](Cc2ccccc2C[PH](c2ccccc2)(c2ccccc2)c2ccccc2)(c2ccccc2)c2ccccc2)cc1. The result is 0 (inactive). (2) The result is 0 (inactive). The drug is C=CCOc1ccccc1N=NC(C#N)=NNc1ccccc1OCC=C.